The task is: Regression. Given a peptide amino acid sequence and an MHC pseudo amino acid sequence, predict their binding affinity value. This is MHC class I binding data.. This data is from Peptide-MHC class I binding affinity with 185,985 pairs from IEDB/IMGT. The peptide sequence is SLNPYYQSY. The MHC is HLA-A02:11 with pseudo-sequence HLA-A02:11. The binding affinity (normalized) is 0.719.